This data is from Forward reaction prediction with 1.9M reactions from USPTO patents (1976-2016). The task is: Predict the product of the given reaction. (1) Given the reactants [C:1]([CH2:4][C:5](=O)[CH3:6])(=O)[CH3:2].[CH:8]([C:11]1[C:12]([NH2:17])=[N:13][NH:14][C:15]=1[NH2:16])([CH3:10])[CH3:9].Cl.NO, predict the reaction product. The product is: [CH:8]([C:11]1[C:15]([NH2:16])=[N:14][N:13]2[C:1]([CH3:2])=[CH:4][C:5]([CH3:6])=[N:17][C:12]=12)([CH3:10])[CH3:9]. (2) Given the reactants Cl[C:2]1[N:3]([C:7]2[C:8]3[CH:15]=[CH:14][NH:13][C:9]=3[N:10]=[CH:11][N:12]=2)[CH:4]=[CH:5][N:6]=1.[NH2:16][C:17]1[CH:18]=[C:19]([CH:39]=[CH:40][C:41]=1[CH3:42])[C:20]([NH:22][C:23]1[CH:28]=[CH:27][C:26]([N:29]2[CH:33]=[CH:32][N:31]=[C:30]2[CH3:34])=[C:25]([C:35]([F:38])([F:37])[F:36])[CH:24]=1)=[O:21].CS(O)(=O)=O, predict the reaction product. The product is: [CH3:42][C:41]1[CH:40]=[CH:39][C:19]([C:20]([NH:22][C:23]2[CH:28]=[CH:27][C:26]([N:29]3[CH:33]=[CH:32][N:31]=[C:30]3[CH3:34])=[C:25]([C:35]([F:38])([F:37])[F:36])[CH:24]=2)=[O:21])=[CH:18][C:17]=1[NH:16][C:2]1[N:3]([C:7]2[C:8]3[CH:15]=[CH:14][NH:13][C:9]=3[N:10]=[CH:11][N:12]=2)[CH:4]=[CH:5][N:6]=1. (3) Given the reactants Cl[C:2]1[CH:7]=[CH:6][C:5]([CH2:8][N:9]2[C:13]([CH3:14])=[CH:12][C:11]([C:15]3[O:19][N:18]=[C:17]([C:20]4[CH:25]=[CH:24][C:23]([C:26]5([C:29]([F:32])([F:31])[F:30])[CH2:28][CH2:27]5)=[CH:22][CH:21]=4)[N:16]=3)=[N:10]2)=[CH:4][N:3]=1.[CH3:33][NH2:34], predict the reaction product. The product is: [CH3:33][NH:34][C:2]1[CH:7]=[CH:6][C:5]([CH2:8][N:9]2[C:13]([CH3:14])=[CH:12][C:11]([C:15]3[O:19][N:18]=[C:17]([C:20]4[CH:25]=[CH:24][C:23]([C:26]5([C:29]([F:32])([F:30])[F:31])[CH2:28][CH2:27]5)=[CH:22][CH:21]=4)[N:16]=3)=[N:10]2)=[CH:4][N:3]=1. (4) Given the reactants Br[C:2]1[CH:20]=[CH:19][C:5]2[N:6]([C:13]3[CH:18]=[CH:17][CH:16]=[CH:15][CH:14]=3)[CH2:7][CH2:8][O:9][CH:10]([CH3:12])[CH2:11][C:4]=2[CH:3]=1.C([O-])([O-])=O.[Na+].[Na+].[CH3:27][C:28]1[C:32](B(O)O)=[C:31]([CH3:36])[O:30][N:29]=1, predict the reaction product. The product is: [CH3:27][C:28]1[C:32]([C:2]2[CH:20]=[CH:19][C:5]3[N:6]([C:13]4[CH:18]=[CH:17][CH:16]=[CH:15][CH:14]=4)[CH2:7][CH2:8][O:9][CH:10]([CH3:12])[CH2:11][C:4]=3[CH:3]=2)=[C:31]([CH3:36])[O:30][N:29]=1. (5) The product is: [CH3:3][C:2]([C@H:4]1[C@@H:8]2[C@@H:9]3[C@@:22]([CH3:25])([CH2:23][CH2:24][C@@:7]2([C:31]([OH:33])=[O:32])[CH2:6][CH2:5]1)[C@@:21]1([CH3:26])[C@@H:12]([C@:13]2([CH3:30])[C@@H:18]([CH2:19][CH2:20]1)[C:17]([CH3:28])([CH3:27])[C:16](=[O:29])[CH2:15][CH2:14]2)[CH2:11][CH2:10]3)=[CH2:1]. Given the reactants [CH3:1][C:2]([C@H:4]1[C@@H:8]2[C@@H:9]3[C@@:22]([CH3:25])([CH2:23][CH2:24][C@@:7]2([CH2:31][OH:32])[CH2:6][CH2:5]1)[C@@:21]1([CH3:26])[C@@H:12]([C@:13]2([CH3:30])[C@@H:18]([CH2:19][CH2:20]1)[C:17]([CH3:28])([CH3:27])[C@@H:16]([OH:29])[CH2:15][CH2:14]2)[CH2:11][CH2:10]3)=[CH2:3].[O-:33][Si]([O-])=O.[Mg+2].C([O-])(=O)C.[Na+].[Cr](Cl)([O-])(=O)=O.[NH+]1C=CC=CC=1, predict the reaction product.